This data is from Forward reaction prediction with 1.9M reactions from USPTO patents (1976-2016). The task is: Predict the product of the given reaction. Given the reactants B(Br)(Br)Br.[CH2:5]([C:7]1[CH:8]=[C:9]([C:15]([C:17]2[CH:22]=[CH:21][CH:20]=[CH:19][CH:18]=2)=[O:16])[C:10]([O:13]C)=[N:11][CH:12]=1)[CH3:6].O, predict the reaction product. The product is: [CH2:5]([C:7]1[CH:8]=[C:9]([C:15]([C:17]2[CH:22]=[CH:21][CH:20]=[CH:19][CH:18]=2)=[O:16])[C:10]([OH:13])=[N:11][CH:12]=1)[CH3:6].